Dataset: Reaction yield outcomes from USPTO patents with 853,638 reactions. Task: Predict the reaction yield, written as a fraction of the theoretical maximum amount of product (1.0 means a 100% yield; for example, 0.34 means a 34% yield). (1) The reactants are [O:1]1[C:5]2[CH:6]=[CH:7][C:8]([C:10]3([C:13]([NH:15][C:16]4[CH:17]=[C:18]5[C:22](=[CH:23][CH:24]=4)[NH:21][CH:20]([C:25]([CH3:28])([CH3:27])[CH3:26])[CH2:19]5)=[O:14])[CH2:12][CH2:11]3)=[CH:9][C:4]=2[O:3][CH2:2]1.O=[CH:30][CH2:31][CH2:32][C:33]([OH:35])=[O:34].[BH3-]C#N.[Na+]. The catalyst is CO.CC(O)=O. The product is [O:1]1[C:5]2[CH:6]=[CH:7][C:8]([C:10]3([C:13]([NH:15][C:16]4[CH:17]=[C:18]5[C:22](=[CH:23][CH:24]=4)[N:21]([CH2:30][CH2:31][CH2:32][C:33]([OH:35])=[O:34])[CH:20]([C:25]([CH3:28])([CH3:27])[CH3:26])[CH2:19]5)=[O:14])[CH2:12][CH2:11]3)=[CH:9][C:4]=2[O:3][CH2:2]1. The yield is 0.300. (2) The catalyst is O. The product is [Si:20]([O:14][CH2:13][C@@H:12]([NH:11][C:2]1[N:3]=[CH:4][C:5]2[CH2:10][CH2:9][NH:8][CH2:7][C:6]=2[N:1]=1)[CH3:15])([C:17]([CH3:19])([CH3:18])[CH3:16])([CH3:22])[CH3:21]. The yield is 0.661. The reactants are [N:1]1[C:6]2[CH2:7][NH:8][CH2:9][CH2:10][C:5]=2[CH:4]=[N:3][C:2]=1[NH:11][C@@H:12]([CH3:15])[CH2:13][OH:14].[CH3:16][C:17]([Si:20](Cl)([CH3:22])[CH3:21])([CH3:19])[CH3:18].C(Cl)Cl. (3) The reactants are [Cl-].[OH:2][NH3+:3].[C:4](=O)([O-])[OH:5].[Na+].CS(C)=[O:11].[O:13]1[CH:17]=[N:16][N:15]=[C:14]1[CH2:18][O:19][C@H:20]1[CH2:25][CH2:24][C@H:23]([N:26]2[C:31](=[O:32])[C:30]([CH2:33][C:34]3[CH:39]=[CH:38][C:37]([C:40]4[C:41]([C:46]#[N:47])=[CH:42][CH:43]=[CH:44][CH:45]=4)=[CH:36][CH:35]=3)=[C:29]([CH2:48][CH2:49][CH3:50])[N:28]3[N:51]=[CH:52][N:53]=[C:27]23)[CH2:22][CH2:21]1. The catalyst is O.C(OCC)(=O)C. The product is [O:5]=[C:4]1[O:2][N:3]=[C:46]([C:41]2[CH:42]=[CH:43][CH:44]=[CH:45][C:40]=2[C:37]2[CH:38]=[CH:39][C:34]([CH2:33][C:30]3[C:31](=[O:32])[N:26]([C@H:23]4[CH2:22][CH2:21][C@H:20]([O:19][CH2:18][C:14]5[O:13][C:17](=[O:11])[NH:16][N:15]=5)[CH2:25][CH2:24]4)[C:27]4[N:28]([N:51]=[CH:52][N:53]=4)[C:29]=3[CH2:48][CH2:49][CH3:50])=[CH:35][CH:36]=2)[NH:47]1. The yield is 0.120. (4) The reactants are [NH2:1][C:2]1[CH:42]=[CH:41][C:5]([C:6]([NH:8][C:9]2[CH:14]=[CH:13][CH:12]=[C:11]([NH:15][C:16]3[CH:21]=[CH:20][C:19]([Cl:22])=[C:18]([C:23]4[C:31]5[C:26](=[CH:27][CH:28]=[CH:29][CH:30]=5)[N:25](S(C5C=CC=CC=5)(=O)=O)[CH:24]=4)[N:17]=3)[CH:10]=2)=[O:7])=[CH:4][CH:3]=1.[OH-].[Na+]. The catalyst is O1CCOCC1. The product is [NH2:1][C:2]1[CH:42]=[CH:41][C:5]([C:6]([NH:8][C:9]2[CH:14]=[CH:13][CH:12]=[C:11]([NH:15][C:16]3[CH:21]=[CH:20][C:19]([Cl:22])=[C:18]([C:23]4[C:31]5[C:26](=[CH:27][CH:28]=[CH:29][CH:30]=5)[NH:25][CH:24]=4)[N:17]=3)[CH:10]=2)=[O:7])=[CH:4][CH:3]=1. The yield is 0.730. (5) The reactants are [I:1][C:2]1[CH:3]=[C:4]([CH:8]=[CH:9][CH:10]=1)[C:5]([OH:7])=[O:6].Br[CH2:12][C:13]1[CH:18]=[CH:17][CH:16]=[CH:15][CH:14]=1.C(=O)([O-])[O-].[K+].[K+]. The catalyst is CN(C=O)C. The product is [I:1][C:2]1[CH:3]=[C:4]([CH:8]=[CH:9][CH:10]=1)[C:5]([O:7][CH2:12][C:13]1[CH:18]=[CH:17][CH:16]=[CH:15][CH:14]=1)=[O:6]. The yield is 0.970. (6) The reactants are [F:1][C:2]1[CH:7]=[CH:6][C:5]([C:8]2[C:16]3[C:11](=[CH:12][CH:13]=[C:14]([C:17]([OH:19])=[O:18])[CH:15]=3)[NH:10][N:9]=2)=[CH:4][CH:3]=1.[C:20](O)(=[O:22])[CH3:21].C(OC(=O)C)(=O)C. The catalyst is O. The product is [C:20]([N:10]1[C:11]2[C:16](=[CH:15][C:14]([C:17]([OH:19])=[O:18])=[CH:13][CH:12]=2)[C:8]([C:5]2[CH:4]=[CH:3][C:2]([F:1])=[CH:7][CH:6]=2)=[N:9]1)(=[O:22])[CH3:21]. The yield is 1.00.